This data is from NCI-60 drug combinations with 297,098 pairs across 59 cell lines. The task is: Regression. Given two drug SMILES strings and cell line genomic features, predict the synergy score measuring deviation from expected non-interaction effect. (1) Drug 1: C1CCN(CC1)CCOC2=CC=C(C=C2)C(=O)C3=C(SC4=C3C=CC(=C4)O)C5=CC=C(C=C5)O. Drug 2: C1CCC(CC1)NC(=O)N(CCCl)N=O. Cell line: SF-539. Synergy scores: CSS=18.0, Synergy_ZIP=1.20, Synergy_Bliss=3.58, Synergy_Loewe=2.69, Synergy_HSA=3.47. (2) Drug 1: C1CCC(CC1)NC(=O)N(CCCl)N=O. Drug 2: C(CC(=O)O)C(=O)CN.Cl. Cell line: SN12C. Synergy scores: CSS=14.0, Synergy_ZIP=-6.56, Synergy_Bliss=-4.06, Synergy_Loewe=-4.79, Synergy_HSA=-3.35. (3) Drug 1: C1=CC(=CC=C1C#N)C(C2=CC=C(C=C2)C#N)N3C=NC=N3. Drug 2: CCN(CC)CCNC(=O)C1=C(NC(=C1C)C=C2C3=C(C=CC(=C3)F)NC2=O)C. Cell line: SK-OV-3. Synergy scores: CSS=-1.42, Synergy_ZIP=0.351, Synergy_Bliss=0.700, Synergy_Loewe=-4.18, Synergy_HSA=-3.07. (4) Drug 1: C1=CC(=C2C(=C1NCCNCCO)C(=O)C3=C(C=CC(=C3C2=O)O)O)NCCNCCO. Drug 2: CC1CCC2CC(C(=CC=CC=CC(CC(C(=O)C(C(C(=CC(C(=O)CC(OC(=O)C3CCCCN3C(=O)C(=O)C1(O2)O)C(C)CC4CCC(C(C4)OC)OCCO)C)C)O)OC)C)C)C)OC. Cell line: HCC-2998. Synergy scores: CSS=34.3, Synergy_ZIP=0.356, Synergy_Bliss=1.95, Synergy_Loewe=-0.473, Synergy_HSA=4.23. (5) Drug 1: CC1=CC2C(CCC3(C2CCC3(C(=O)C)OC(=O)C)C)C4(C1=CC(=O)CC4)C. Drug 2: CCN(CC)CCCC(C)NC1=C2C=C(C=CC2=NC3=C1C=CC(=C3)Cl)OC. Cell line: U251. Synergy scores: CSS=10.5, Synergy_ZIP=-3.64, Synergy_Bliss=-2.97, Synergy_Loewe=-3.31, Synergy_HSA=-3.34. (6) Drug 1: C1CC(C1)(C(=O)O)C(=O)O.[NH2-].[NH2-].[Pt+2]. Drug 2: C(CN)CNCCSP(=O)(O)O. Cell line: HL-60(TB). Synergy scores: CSS=60.3, Synergy_ZIP=2.67, Synergy_Bliss=-0.682, Synergy_Loewe=-46.2, Synergy_HSA=-5.73. (7) Drug 1: C1=CC=C(C(=C1)C(C2=CC=C(C=C2)Cl)C(Cl)Cl)Cl. Drug 2: C1C(C(OC1N2C=NC3=C2NC=NCC3O)CO)O. Cell line: COLO 205. Synergy scores: CSS=12.5, Synergy_ZIP=-3.06, Synergy_Bliss=2.52, Synergy_Loewe=2.67, Synergy_HSA=3.72. (8) Drug 1: CCN(CC)CCNC(=O)C1=C(NC(=C1C)C=C2C3=C(C=CC(=C3)F)NC2=O)C. Drug 2: C1C(C(OC1N2C=NC3=C2NC=NCC3O)CO)O. Cell line: NCI-H322M. Synergy scores: CSS=2.49, Synergy_ZIP=3.68, Synergy_Bliss=-3.67, Synergy_Loewe=0.433, Synergy_HSA=-4.27. (9) Drug 1: C1=NC2=C(N1)C(=S)N=C(N2)N. Drug 2: CC1=C(C(CCC1)(C)C)C=CC(=CC=CC(=CC(=O)O)C)C. Cell line: A498. Synergy scores: CSS=17.6, Synergy_ZIP=-4.39, Synergy_Bliss=-3.27, Synergy_Loewe=-2.08, Synergy_HSA=-2.73. (10) Drug 1: C1CN(CCN1C(=O)CCBr)C(=O)CCBr. Drug 2: CC(C)NC(=O)C1=CC=C(C=C1)CNNC.Cl. Cell line: IGROV1. Synergy scores: CSS=7.36, Synergy_ZIP=-3.26, Synergy_Bliss=-2.81, Synergy_Loewe=-5.82, Synergy_HSA=-5.30.